This data is from Catalyst prediction with 721,799 reactions and 888 catalyst types from USPTO. The task is: Predict which catalyst facilitates the given reaction. (1) Reactant: Br[CH2:2][C:3]1[C:8]([CH3:9])=[CH:7][CH:6]=[CH:5][C:4]=1[N:10]1[C:14](=[O:15])[N:13]([CH3:16])[N:12]=[N:11]1.[CH3:17][C:18]1[CH:19]=[C:20]([N:24]2[CH:28]=[CH:27][C:26]([OH:29])=[N:25]2)[CH:21]=[CH:22][CH:23]=1.C(=O)([O-])[O-].[K+].[K+].C(#N)C. Product: [CH3:17][C:18]1[CH:19]=[C:20]([N:24]2[CH:28]=[CH:27][C:26]([O:29][CH2:2][C:3]3[C:8]([CH3:9])=[CH:7][CH:6]=[CH:5][C:4]=3[N:10]3[C:14](=[O:15])[N:13]([CH3:16])[N:12]=[N:11]3)=[N:25]2)[CH:21]=[CH:22][CH:23]=1. The catalyst class is: 6. (2) Reactant: [OH:1][CH:2]1[CH2:7][CH2:6][N:5]([C:8]([O:10][C:11]([CH3:14])([CH3:13])[CH3:12])=[O:9])[CH2:4][CH2:3]1.C(N(CC)CC)C.[CH3:22][S:23](Cl)(=[O:25])=[O:24]. Product: [C:11]([O:10][C:8]([N:5]1[CH2:4][CH2:3][CH:2]([O:1][S:23]([CH3:22])(=[O:25])=[O:24])[CH2:7][CH2:6]1)=[O:9])([CH3:14])([CH3:13])[CH3:12]. The catalyst class is: 2. (3) Reactant: [C:1]([C:4]1[C:22](=[O:23])[C@@:8]2([CH3:24])[C:9]3[C:15]([OH:16])=[CH:14][C:13]([O:17][CH3:18])=[C:12]([C:19]([NH2:21])=[O:20])[C:10]=3[O:11][C:7]2=[CH:6][C:5]=1[OH:25])(=[O:3])[CH3:2].[CH3:26][C:27]1[CH:34]=[C:33]([CH3:35])[CH:32]=[C:31]([CH3:36])[C:28]=1[CH:29]=O.C([SiH](CC)CC)C.FC(F)(F)C(O)=O. Product: [C:1]([C:4]1[C:22](=[O:23])[C@@:8]2([CH3:24])[C:9]3[C:15]([OH:16])=[CH:14][C:13]([O:17][CH3:18])=[C:12]([C:19]([NH:21][CH2:29][C:28]4[C:31]([CH3:36])=[CH:32][C:33]([CH3:35])=[CH:34][C:27]=4[CH3:26])=[O:20])[C:10]=3[O:11][C:7]2=[CH:6][C:5]=1[OH:25])(=[O:3])[CH3:2]. The catalyst class is: 10. (4) The catalyst class is: 4. Reactant: C([O:5][C:6](=[O:32])[C:7]([S:10][C:11]1[S:12][CH:13]=[C:14]([CH2:16][CH2:17][O:18][C:19]2[N:20]=[N:21][C:22]([C:25]3[CH:30]=[CH:29][C:28]([F:31])=[CH:27][CH:26]=3)=[CH:23][CH:24]=2)[N:15]=1)([CH3:9])[CH3:8])(C)(C)C.FC(F)(F)C(O)=O. Product: [F:31][C:28]1[CH:27]=[CH:26][C:25]([C:22]2[N:21]=[N:20][C:19]([O:18][CH2:17][CH2:16][C:14]3[N:15]=[C:11]([S:10][C:7]([CH3:9])([CH3:8])[C:6]([OH:32])=[O:5])[S:12][CH:13]=3)=[CH:24][CH:23]=2)=[CH:30][CH:29]=1. (5) Reactant: [CH:1]([C:3]1[CH:12]=[CH:11][C:6]([C:7]([O:9][CH3:10])=[O:8])=[CH:5][CH:4]=1)=O.[NH2:13][C:14]1[CH:19]=[CH:18][CH:17]=[CH:16][CH:15]=1.C([BH3-])#N.[Na+]. Product: [C:14]1([NH:13][CH2:1][C:3]2[CH:12]=[CH:11][C:6]([C:7]([O:9][CH3:10])=[O:8])=[CH:5][CH:4]=2)[CH:19]=[CH:18][CH:17]=[CH:16][CH:15]=1. The catalyst class is: 130. (6) Reactant: Cl[C:2]1[N:7]=[CH:6][C:5]([C:8]([C:10]2[CH:15]=[CH:14][C:13]([O:16][CH:17]3[CH2:22][CH2:21][CH2:20][CH2:19][O:18]3)=[CH:12][CH:11]=2)=[O:9])=[CH:4][CH:3]=1.[CH3:23][N:24]([CH2:32][C:33]#[CH:34])[C:25](=[O:31])[O:26][C:27]([CH3:30])([CH3:29])[CH3:28]. Product: [CH3:23][N:24]([CH2:32][C:33]#[C:34][C:2]1[CH:3]=[CH:4][C:5]([C:8](=[O:9])[C:10]2[CH:15]=[CH:14][C:13]([O:16][CH:17]3[CH2:22][CH2:21][CH2:20][CH2:19][O:18]3)=[CH:12][CH:11]=2)=[CH:6][N:7]=1)[C:25](=[O:31])[O:26][C:27]([CH3:29])([CH3:30])[CH3:28]. The catalyst class is: 66. (7) Reactant: Br[CH2:2][C:3]([C:5]1[CH:10]=[CH:9][C:8]([CH3:11])=[CH:7][CH:6]=1)=O.[CH3:12][C:13]1[CH:14]=[CH:15][C:16]([NH2:19])=[N:17][CH:18]=1.C([O-])(O)=O.[Na+].O. Product: [CH3:12][C:13]1[CH:14]=[CH:15][C:16]2[N:17]([CH:2]=[C:3]([C:5]3[CH:10]=[CH:9][C:8]([CH3:11])=[CH:7][CH:6]=3)[N:19]=2)[CH:18]=1. The catalyst class is: 9. (8) Reactant: [OH:1][CH2:2][CH2:3][N:4]1[CH2:9][CH2:8][N:7]([C:10]2[CH:17]=[CH:16][C:13]([C:14]#[N:15])=[CH:12][N:11]=2)[CH2:6][CH2:5]1.N1C=CN=C1.[Si:23](Cl)([C:26]([CH3:29])([CH3:28])[CH3:27])([CH3:25])[CH3:24]. Product: [C:26]([Si:23]([CH3:25])([CH3:24])[O:1][CH2:2][CH2:3][N:4]1[CH2:5][CH2:6][N:7]([C:10]2[CH:17]=[CH:16][C:13]([C:14]#[N:15])=[CH:12][N:11]=2)[CH2:8][CH2:9]1)([CH3:29])([CH3:28])[CH3:27]. The catalyst class is: 31. (9) Reactant: [Br:1][C:2]1[S:6][C:5]([C:7]([OH:9])=O)=[CH:4][CH:3]=1.Cl.Cl.[N:12]12[CH2:20][CH2:19][CH:16]([CH2:17][CH2:18]1)[NH:15][CH2:14][CH2:13]2.O.ON1C2C=CC=CC=2N=N1.F[B-](F)(F)F.N1(OC(N(C)C)=[N+](C)C)C2C=CC=CC=2N=N1.C(N(C(C)C)CC)(C)C.[OH-].[Na+]. Product: [Br:1][C:2]1[S:6][C:5]([C:7]([N:15]2[CH:16]3[CH2:19][CH2:20][N:12]([CH2:18][CH2:17]3)[CH2:13][CH2:14]2)=[O:9])=[CH:4][CH:3]=1. The catalyst class is: 9. (10) Reactant: [NH2:1][C@H:2]1[CH2:6][CH2:5][N:4]([CH2:7][CH2:8][C:9]2[CH:14]=[CH:13][C:12]([NH2:15])=[C:11]([N+:16]([O-:18])=[O:17])[CH:10]=2)[C:3]1=[O:19].[CH3:20][O:21][C:22]1[CH:31]=[C:30]2[C:25]([CH:26]=[CH:27][C:28]([S:32](Cl)(=[O:34])=[O:33])=[CH:29]2)=[CH:24][CH:23]=1. Product: [NH2:15][C:12]1[CH:13]=[CH:14][C:9]([CH2:8][CH2:7][N:4]2[CH2:5][CH2:6][C@H:2]([NH:1][S:32]([C:28]3[CH:27]=[CH:26][C:25]4[C:30](=[CH:31][C:22]([O:21][CH3:20])=[CH:23][CH:24]=4)[CH:29]=3)(=[O:34])=[O:33])[C:3]2=[O:19])=[CH:10][C:11]=1[N+:16]([O-:18])=[O:17]. The catalyst class is: 2.